From a dataset of Full USPTO retrosynthesis dataset with 1.9M reactions from patents (1976-2016). Predict the reactants needed to synthesize the given product. (1) Given the product [ClH:32].[CH:1]1([CH2:4][NH:5][C@@H:13]2[CH2:15][C@H:14]2[C:16]2[CH:21]=[CH:20][C:19]([NH:22][C:23](=[O:31])[C:24]3[CH:25]=[CH:26][C:27]([CH3:30])=[CH:28][CH:29]=3)=[CH:18][CH:17]=2)[CH2:3][CH2:2]1, predict the reactants needed to synthesize it. The reactants are: [CH:1]1([CH2:4][N:5]([C@@H:13]2[CH2:15][C@H:14]2[C:16]2[CH:21]=[CH:20][C:19]([NH:22][C:23](=[O:31])[C:24]3[CH:29]=[CH:28][C:27]([CH3:30])=[CH:26][CH:25]=3)=[CH:18][CH:17]=2)C(=O)OC(C)(C)C)[CH2:3][CH2:2]1.[ClH:32].COC1CCCC1. (2) Given the product [C:1]([O:9][CH:10](/[CH:37]=[CH:38]/[C@@H:39]([C@@H:48]1[O:53][C@H:52]2[CH2:54][CH2:55][C@H:56]([CH2:58][C:59](=[O:106])[CH:60]([C@@H:70]3[C@@H:74]([O:75][CH3:76])[C@@H:73]([CH2:77][C@H:78]([O:88][Si:89]([C:92]([CH3:93])([CH3:95])[CH3:94])([CH3:91])[CH3:90])[CH2:79][O:80][Si:81]([C:84]([CH3:86])([CH3:85])[CH3:87])([CH3:82])[CH3:83])[O:72][C@H:71]3[CH2:96][CH2:97][O:98][Si:99]([CH2:104][CH3:105])([CH2:100][CH3:101])[CH2:102][CH3:103])[S:61]([C:64]3[CH:69]=[CH:68][CH:67]=[CH:66][CH:65]=3)(=[O:63])=[O:62])[O:57][C@@H:51]2[C@H:50]([O:107][Si:108]([C:111]([CH3:114])([CH3:113])[CH3:112])([CH3:110])[CH3:109])[C@@H:49]1[O:115][Si:116]([C:119]([CH3:120])([CH3:121])[CH3:122])([CH3:117])[CH3:118])[O:40][Si:41]([C:44]([CH3:47])([CH3:46])[CH3:45])([CH3:43])[CH3:42])[CH2:11][CH2:12][C@@H:13]1[O:21][C@@H:20]2[C@@:15]([CH2:35][I:36])([O:16][C@@H:17]([CH2:22][C@@H:23]([CH3:34])[C:24]([O:26][S:27]([C:30]([F:32])([F:31])[F:33])(=[O:28])=[O:29])=[CH2:25])[CH2:18][CH2:19]2)[CH2:14]1)(=[O:8])[C:2]1[CH:3]=[CH:4][CH:5]=[CH:6][CH:7]=1, predict the reactants needed to synthesize it. The reactants are: [C:1]([O:9][CH:10](/[CH:37]=[CH:38]/[C@@H:39]([C@@H:48]1[O:53][C@H:52]2[CH2:54][CH2:55][C@H:56]([CH2:58][CH:59]([OH:106])[CH:60]([CH:70]3[C@@H:74]([O:75][CH3:76])[C@@H:73]([CH2:77][C@H:78]([O:88][Si:89]([C:92]([CH3:95])([CH3:94])[CH3:93])([CH3:91])[CH3:90])[CH2:79][O:80][Si:81]([C:84]([CH3:87])([CH3:86])[CH3:85])([CH3:83])[CH3:82])[O:72][C@H:71]3[CH2:96][CH2:97][O:98][Si:99]([CH2:104][CH3:105])([CH2:102][CH3:103])[CH2:100][CH3:101])[S:61]([C:64]3[CH:69]=[CH:68][CH:67]=[CH:66][CH:65]=3)(=[O:63])=[O:62])[O:57][C@@H:51]2[C@H:50]([O:107][Si:108]([C:111]([CH3:114])([CH3:113])[CH3:112])([CH3:110])[CH3:109])[C@@H:49]1[O:115][Si:116]([C:119]([CH3:122])([CH3:121])[CH3:120])([CH3:118])[CH3:117])[O:40][Si:41]([C:44]([CH3:47])([CH3:46])[CH3:45])([CH3:43])[CH3:42])[CH2:11][CH2:12][C@@H:13]1[O:21][C@@H:20]2[C@@:15]([CH2:35][I:36])([O:16][C@@H:17]([CH2:22][C@@H:23]([CH3:34])[C:24]([O:26][S:27]([C:30]([F:33])([F:32])[F:31])(=[O:29])=[O:28])=[CH2:25])[CH2:18][CH2:19]2)[CH2:14]1)(=[O:8])[C:2]1[CH:7]=[CH:6][CH:5]=[CH:4][CH:3]=1.C(=O)(O)[O-].[Na+].CC(OI1(OC(C)=O)(OC(C)=O)OC(=O)C2C=CC=CC1=2)=O. (3) Given the product [CH3:1][O:2][C:3]1[CH:66]=[CH:65][C:6]([CH2:7][O:8][C@H:9]([C@H:51]([CH3:64])[CH2:52][C@@H:53]([CH3:63])[CH2:54][O:55][Si:56]([C:59]([CH3:62])([CH3:61])[CH3:60])([CH3:57])[CH3:58])[C@@H:10]([CH3:50])[C:11]#[C:12][C@@H:13]([OH:49])[CH2:14][C@H:15]([O:41][Si:42]([C:45]([CH3:48])([CH3:47])[CH3:46])([CH3:44])[CH3:43])[C@@H:16]([CH3:40])/[CH:17]=[CH:18]/[CH2:19][O:20][C:21]([C:28]2[CH:29]=[CH:30][CH:31]=[CH:32][CH:33]=2)([C:34]2[CH:35]=[CH:36][CH:37]=[CH:38][CH:39]=2)[C:22]2[CH:23]=[CH:24][CH:25]=[CH:26][CH:27]=2)=[CH:5][CH:4]=1, predict the reactants needed to synthesize it. The reactants are: [CH3:1][O:2][C:3]1[CH:66]=[CH:65][C:6]([CH2:7][O:8][C@H:9]([C@H:51]([CH3:64])[CH2:52][C@@H:53]([CH3:63])[CH2:54][O:55][Si:56]([C:59]([CH3:62])([CH3:61])[CH3:60])([CH3:58])[CH3:57])[C@@H:10]([CH3:50])[C:11]#[C:12][C:13](=[O:49])[CH2:14][C@H:15]([O:41][Si:42]([C:45]([CH3:48])([CH3:47])[CH3:46])([CH3:44])[CH3:43])[C@@H:16]([CH3:40])/[CH:17]=[CH:18]/[CH2:19][O:20][C:21]([C:34]2[CH:39]=[CH:38][CH:37]=[CH:36][CH:35]=2)([C:28]2[CH:33]=[CH:32][CH:31]=[CH:30][CH:29]=2)[C:22]2[CH:27]=[CH:26][CH:25]=[CH:24][CH:23]=2)=[CH:5][CH:4]=1. (4) Given the product [NH2:1][C:2]1[C:3]([C:8]([O:10][CH3:11])=[O:9])=[N:4][C:5]([Br:12])=[CH:6][N:7]=1, predict the reactants needed to synthesize it. The reactants are: [NH2:1][C:2]1[C:3]([C:8]([O:10][CH3:11])=[O:9])=[N:4][CH:5]=[CH:6][N:7]=1.[Br:12]N1C(=O)CCC1=O. (5) Given the product [CH3:26][O:25][CH2:24]/[CH:23]=[CH:22]/[C:2]1[CH:3]=[C:4]([CH:7]=[C:8]([C:10]([F:13])([F:12])[F:11])[CH:9]=1)[CH:5]=[O:6], predict the reactants needed to synthesize it. The reactants are: Br[C:2]1[CH:3]=[C:4]([CH:7]=[C:8]([C:10]([F:13])([F:12])[F:11])[CH:9]=1)[CH:5]=[O:6].CC1(C)C(C)(C)OB(/[CH:22]=[CH:23]/[CH2:24][O:25][CH3:26])O1.C([O-])([O-])=O.[Na+].[Na+]. (6) Given the product [Br:19][C:16]1[CH:15]=[CH:14][C:13]([O:3][CH2:2][CH2:1][O:4][C:27]2[N:32]=[CH:31][N:30]=[C:29]([NH:33][S:34]([CH:37]=[CH:38][C:39]3[CH:44]=[CH:43][CH:42]=[CH:41][CH:40]=3)(=[O:35])=[O:36])[C:28]=2[C:45]2[CH:46]=[CH:47][C:48]([CH3:51])=[CH:49][CH:50]=2)=[CH:18][CH:17]=1, predict the reactants needed to synthesize it. The reactants are: [CH2:1]([OH:4])[CH2:2][OH:3].BrC1C=CC(O[C:13]2[CH:18]=[CH:17][C:16]([Br:19])=[CH:15][CH:14]=2)=CC=1.CC(C)([O-])C.[K+].Cl[C:27]1[N:32]=[CH:31][N:30]=[C:29]([NH:33][S:34]([CH:37]=[CH:38][C:39]2[CH:44]=[CH:43][CH:42]=[CH:41][CH:40]=2)(=[O:36])=[O:35])[C:28]=1[C:45]1[CH:50]=[CH:49][C:48]([CH3:51])=[CH:47][CH:46]=1. (7) Given the product [NH2:1][NH:16][CH2:24][C:25]([NH:27][CH2:28][CH2:29][N:30]=[N+:31]=[N-:32])=[O:26], predict the reactants needed to synthesize it. The reactants are: [N:1]([N:16]([CH2:24][C:25]([NH:27][CH2:28][CH2:29][N:30]=[N+:31]=[N-:32])=[O:26])C(OC(C)(C)C)=O)(C(OC(C)(C)C)=O)C(OC(C)(C)C)=O. (8) Given the product [OH:29][CH2:28][C:27]1[C:26]([C:4]2[CH:5]=[C:6]([NH:9][C:10]3[CH:15]=[CH:14][C:13]([N:16]4[CH2:17][CH2:18][N:19]([CH:22]5[CH2:25][O:24][CH2:23]5)[CH2:20][CH2:21]4)=[CH:12][N:11]=3)[C:7](=[O:8])[N:2]([CH3:1])[CH:3]=2)=[CH:33][N:32]=[CH:31][C:30]=1[N:34]1[CH2:46][CH2:45][N:37]2[C:38]3[CH2:39][CH2:40][CH2:41][CH2:42][C:43]=3[CH:44]=[C:36]2[C:35]1=[O:47], predict the reactants needed to synthesize it. The reactants are: [CH3:1][N:2]1[C:7](=[O:8])[C:6]([NH:9][C:10]2[CH:15]=[CH:14][C:13]([N:16]3[CH2:21][CH2:20][N:19]([CH:22]4[CH2:25][O:24][CH2:23]4)[CH2:18][CH2:17]3)=[CH:12][N:11]=2)=[CH:5][C:4]([C:26]2[CH:33]=[N:32][CH:31]=[C:30]([N:34]3[CH2:46][CH2:45][N:37]4[C:38]5[CH2:39][CH2:40][CH2:41][CH2:42][C:43]=5[CH:44]=[C:36]4[C:35]3=[O:47])[C:27]=2[CH:28]=[O:29])=[CH:3]1.[BH4-].[Na+]. (9) Given the product [ClH:29].[ClH:29].[CH3:1][N:2]1[C:6]([NH:7][C:8](=[O:22])[C@@H:9]([NH:17][CH2:18][C:19]([OH:21])=[O:20])[CH2:10][C:11]2[CH:12]=[CH:13][CH:14]=[CH:15][CH:16]=2)=[CH:5][C:4]([C:23]2[CH:24]=[CH:25][N:26]=[CH:27][CH:28]=2)=[N:3]1, predict the reactants needed to synthesize it. The reactants are: [CH3:1][N:2]1[C:6]([NH:7][C:8](=[O:22])[C@@H:9]([NH:17][CH2:18][C:19]([OH:21])=[O:20])[CH2:10][C:11]2[CH:16]=[CH:15][CH:14]=[CH:13][CH:12]=2)=[CH:5][C:4]([C:23]2[CH:28]=[CH:27][N:26]=[CH:25][CH:24]=2)=[N:3]1.[ClH:29]. (10) Given the product [NH2:7][C@@H:8]1[C:14](=[O:15])[N:13]([CH3:16])[C:12]2[CH:17]=[CH:18][CH:19]=[CH:20][C:11]=2[N:10]([C:21](=[O:28])[C:22]2[CH:23]=[CH:24][CH:25]=[CH:26][CH:27]=2)[CH2:9]1, predict the reactants needed to synthesize it. The reactants are: C(OC(=O)[NH:7][C@@H:8]1[C:14](=[O:15])[N:13]([CH3:16])[C:12]2[CH:17]=[CH:18][CH:19]=[CH:20][C:11]=2[N:10]([C:21](=[O:28])[C:22]2[CH:27]=[CH:26][CH:25]=[CH:24][CH:23]=2)[CH2:9]1)(C)(C)C.